The task is: Regression. Given two drug SMILES strings and cell line genomic features, predict the synergy score measuring deviation from expected non-interaction effect.. This data is from NCI-60 drug combinations with 297,098 pairs across 59 cell lines. Drug 1: CCC1=C2CN3C(=CC4=C(C3=O)COC(=O)C4(CC)O)C2=NC5=C1C=C(C=C5)O. Drug 2: C1=CC=C(C(=C1)C(C2=CC=C(C=C2)Cl)C(Cl)Cl)Cl. Cell line: T-47D. Synergy scores: CSS=45.4, Synergy_ZIP=-0.183, Synergy_Bliss=-0.574, Synergy_Loewe=-68.7, Synergy_HSA=-2.28.